Dataset: Reaction yield outcomes from USPTO patents with 853,638 reactions. Task: Predict the reaction yield, written as a fraction of the theoretical maximum amount of product (1.0 means a 100% yield; for example, 0.34 means a 34% yield). The reactants are Br[C:2]1[CH:3]=[N:4][CH:5]=[C:6]([F:8])[CH:7]=1.[C:9](=[N:22][NH2:23])([C:16]1[CH:21]=[CH:20][CH:19]=[CH:18][CH:17]=1)[C:10]1[CH:15]=[CH:14][CH:13]=[CH:12][CH:11]=1.C1(P(C2C=CC=CC=2)C2C3OC4C(=CC=CC=4P(C4C=CC=CC=4)C4C=CC=CC=4)C(C)(C)C=3C=CC=2)C=CC=CC=1. The catalyst is C1(C)C=CC=CC=1.C([O-])(=O)C.[Pd+2].C([O-])(=O)C. The product is [C:10]1([C:9]([C:16]2[CH:21]=[CH:20][CH:19]=[CH:18][CH:17]=2)=[N:22][NH:23][C:2]2[CH:3]=[N:4][CH:5]=[C:6]([F:8])[CH:7]=2)[CH:11]=[CH:12][CH:13]=[CH:14][CH:15]=1. The yield is 0.820.